This data is from Reaction yield outcomes from USPTO patents with 853,638 reactions. The task is: Predict the reaction yield, written as a fraction of the theoretical maximum amount of product (1.0 means a 100% yield; for example, 0.34 means a 34% yield). (1) The reactants are C([O:8][C:9]1[C:17]2[N:16]=[C:15]([CH3:18])[N:14]([CH3:19])[C:13]=2[CH:12]=[C:11]([C:20]([O:22][CH2:23][CH3:24])=[O:21])[CH:10]=1)C1C=CC=CC=1. The catalyst is C(O)C.[Pd]. The product is [OH:8][C:9]1[C:17]2[N:16]=[C:15]([CH3:18])[N:14]([CH3:19])[C:13]=2[CH:12]=[C:11]([C:20]([O:22][CH2:23][CH3:24])=[O:21])[CH:10]=1. The yield is 0.690. (2) The reactants are [OH:1][C:2]1[CH:29]=[CH:28][C:5]([C:6]([NH:8][C:9]2[CH:14]=[CH:13][C:12]([CH:15]3[O:20][CH2:19][CH2:18][N:17](C(OC(C)(C)C)=O)[CH2:16]3)=[CH:11][CH:10]=2)=[O:7])=[CH:4][CH:3]=1.[ClH:30].O1CCOCC1. The catalyst is C1COCC1.C(OCC)(=O)C. The product is [ClH:30].[OH:1][C:2]1[CH:29]=[CH:28][C:5]([C:6]([NH:8][C:9]2[CH:10]=[CH:11][C:12]([CH:15]3[O:20][CH2:19][CH2:18][NH:17][CH2:16]3)=[CH:13][CH:14]=2)=[O:7])=[CH:4][CH:3]=1. The yield is 0.940.